Dataset: Peptide-MHC class II binding affinity with 134,281 pairs from IEDB. Task: Regression. Given a peptide amino acid sequence and an MHC pseudo amino acid sequence, predict their binding affinity value. This is MHC class II binding data. (1) The MHC is DRB1_0401 with pseudo-sequence DRB1_0401. The peptide sequence is MATTLPVQRHPRSLF. The binding affinity (normalized) is 0.172. (2) The MHC is DRB1_1501 with pseudo-sequence DRB1_1501. The binding affinity (normalized) is 0.234. The peptide sequence is HGRQIRMARILGRDPE. (3) The binding affinity (normalized) is 0.133. The peptide sequence is AILRRRRRIAEPATC. The MHC is HLA-DQA10201-DQB10202 with pseudo-sequence HLA-DQA10201-DQB10202.